Dataset: NCI-60 drug combinations with 297,098 pairs across 59 cell lines. Task: Regression. Given two drug SMILES strings and cell line genomic features, predict the synergy score measuring deviation from expected non-interaction effect. Drug 1: CC1OCC2C(O1)C(C(C(O2)OC3C4COC(=O)C4C(C5=CC6=C(C=C35)OCO6)C7=CC(=C(C(=C7)OC)O)OC)O)O. Drug 2: C1=NC2=C(N1)C(=S)N=CN2. Cell line: SNB-19. Synergy scores: CSS=31.3, Synergy_ZIP=-4.64, Synergy_Bliss=-4.64, Synergy_Loewe=-11.4, Synergy_HSA=-1.94.